This data is from Forward reaction prediction with 1.9M reactions from USPTO patents (1976-2016). The task is: Predict the product of the given reaction. (1) The product is: [Cl:7][C:8]1[CH:9]=[C:10]([C:15]2[CH:16]=[C:17]([C:18]([F:21])([F:19])[F:20])[N:2]3[N:1]=[CH:5][CH:4]=[C:3]3[N:6]=2)[CH:11]=[CH:12][C:13]=1[Cl:14]. Given the reactants [N:1]1[NH:2][C:3]([NH2:6])=[CH:4][CH:5]=1.[Cl:7][C:8]1[CH:9]=[C:10]([C:15](=O)[CH2:16][C:17](=O)[C:18]([F:21])([F:20])[F:19])[CH:11]=[CH:12][C:13]=1[Cl:14], predict the reaction product. (2) Given the reactants [C:1]([O:5][C:6]([NH:8][C@H:9]1[CH2:14][CH2:13][CH2:12][CH2:11][C@H:10]1[NH:15][C:16]1[N:21]=[C:20]([CH:22]=O)[C:19]([C:24](OC)=[O:25])=[C:18]([C:28]2[CH:29]=[N:30][N:31]([CH3:33])[CH:32]=2)[N:17]=1)=[O:7])([CH3:4])([CH3:3])[CH3:2].[CH3:34][O:35][C:36]1[CH:41]=[C:40]([O:42][CH3:43])[CH:39]=[CH:38][C:37]=1[CH2:44][NH2:45].C([O-])(=O)C.[Na+].C([BH3-])#N.[Na+], predict the reaction product. The product is: [CH3:34][O:35][C:36]1[CH:41]=[C:40]([O:42][CH3:43])[CH:39]=[CH:38][C:37]=1[CH2:44][N:45]1[C:24](=[O:25])[C:19]2[C:18]([C:28]3[CH:29]=[N:30][N:31]([CH3:33])[CH:32]=3)=[N:17][C:16]([NH:15][C@@H:10]3[CH2:11][CH2:12][CH2:13][CH2:14][C@@H:9]3[NH:8][C:6](=[O:7])[O:5][C:1]([CH3:3])([CH3:2])[CH3:4])=[N:21][C:20]=2[CH2:22]1.